From a dataset of Full USPTO retrosynthesis dataset with 1.9M reactions from patents (1976-2016). Predict the reactants needed to synthesize the given product. (1) Given the product [Cl:1][C:2]1[CH:3]=[CH:4][C:5]([C:6]([NH:27][CH:28]([C:29]([O:31][CH2:32][CH3:33])=[O:30])[C:34]([O:36][CH2:37][CH3:38])=[O:35])=[O:8])=[CH:9][CH:10]=1, predict the reactants needed to synthesize it. The reactants are: [Cl:1][C:2]1[CH:10]=[CH:9][C:5]([C:6]([OH:8])=O)=[CH:4][CH:3]=1.C1(N=C=NC2CCCCC2)CCCCC1.Cl.[NH2:27][CH:28]([C:34]([O:36][CH2:37][CH3:38])=[O:35])[C:29]([O:31][CH2:32][CH3:33])=[O:30].C(N(CC)CC)C. (2) Given the product [CH2:10]([C:7]1([C:1]2[CH:6]=[CH:5][CH:4]=[CH:3][CH:2]=2)[CH2:8][NH:9][C:20]([C:22]2[C:31]3[C:26](=[CH:27][CH:28]=[CH:29][CH:30]=3)[N:25]=[C:24]([C:32]3[CH:37]=[CH:36][CH:35]=[CH:34][CH:33]=3)[CH:23]=2)=[N:12]1)[CH3:11], predict the reactants needed to synthesize it. The reactants are: [C:1]1([C:7]([NH2:12])([CH2:10][CH3:11])[CH2:8][NH2:9])[CH:6]=[CH:5][CH:4]=[CH:3][CH:2]=1.C[Al](C)C.C.CO[C:20]([C:22]1[C:31]2[C:26](=[CH:27][CH:28]=[CH:29][CH:30]=2)[N:25]=[C:24]([C:32]2[CH:37]=[CH:36][CH:35]=[CH:34][CH:33]=2)[CH:23]=1)=O. (3) Given the product [Si:1]([O:8][CH2:9][CH2:10][O:11][C:12]1[CH:18]=[CH:17][C:15]([NH:16][C:32](=[O:33])[C:31]([O:30][C:29]2[CH:28]=[CH:27][C:26]([CH:23]3[CH2:24][CH2:25]3)=[CH:38][CH:37]=2)=[CH:35][CH3:36])=[CH:14][C:13]=1[O:19][CH:20]([F:21])[F:22])([C:4]([CH3:7])([CH3:6])[CH3:5])([CH3:3])[CH3:2], predict the reactants needed to synthesize it. The reactants are: [Si:1]([O:8][CH2:9][CH2:10][O:11][C:12]1[CH:18]=[CH:17][C:15]([NH2:16])=[CH:14][C:13]=1[O:19][CH:20]([F:22])[F:21])([C:4]([CH3:7])([CH3:6])[CH3:5])([CH3:3])[CH3:2].[CH:23]1([C:26]2[CH:38]=[CH:37][C:29]([O:30][C:31](=[CH:35][CH3:36])[C:32](O)=[O:33])=[CH:28][CH:27]=2)[CH2:25][CH2:24]1.C(N(CC)CC)C.C1C=CC2N(O)N=NC=2C=1.CCN=C=NCCCN(C)C.